From a dataset of Reaction yield outcomes from USPTO patents with 853,638 reactions. Predict the reaction yield, written as a fraction of the theoretical maximum amount of product (1.0 means a 100% yield; for example, 0.34 means a 34% yield). (1) The reactants are C[O:2][C:3](=[O:23])[C:4]1[CH:9]=[C:8]([N:10]2[CH2:14][CH2:13][CH2:12][C:11]2=[O:15])[CH:7]=[C:6]([N:16]2[CH2:21][CH2:20][N:19]([CH3:22])[CH2:18][CH2:17]2)[CH:5]=1.[OH-].[Na+]. The catalyst is C1COCC1. The product is [CH3:22][N:19]1[CH2:20][CH2:21][N:16]([C:6]2[CH:5]=[C:4]([CH:9]=[C:8]([N:10]3[CH2:14][CH2:13][CH2:12][C:11]3=[O:15])[CH:7]=2)[C:3]([OH:23])=[O:2])[CH2:17][CH2:18]1. The yield is 1.38. (2) The reactants are [OH:1][CH:2]1[CH2:18][C:17]2[C:5]([CH3:24])([CH:6]3[CH:14]([CH2:15][CH:16]=2)[CH:13]2[C:9]([CH3:22])([CH:10]([C:19](=O)[CH3:20])[CH2:11][CH2:12]2)[CH2:8][CH:7]3[OH:23])[CH2:4][CH2:3]1.[NH2:25][NH2:26]. The catalyst is C(O)C. The product is [N:25](=[C:19](/[C@@H:10]1[C@:9]2([CH3:22])[C@H:13]([C@H:14]3[C@H:6]([C@@H:7]([OH:23])[CH2:8]2)[C@:5]2([CH3:24])[C:17]([CH2:18][C@@H:2]([OH:1])[CH2:3][CH2:4]2)=[CH:16][CH2:15]3)[CH2:12][CH2:11]1)\[CH3:20])\[NH2:26]. The yield is 0.600. (3) The reactants are [Cl:1][C:2]1[CH:10]=[CH:9][C:5]([C:6]([OH:8])=O)=[CH:4][CH:3]=1.CN(C(ON1N=NC2C=CC=CC1=2)=[N+](C)C)C.[B-](F)(F)(F)F.CCN(C(C)C)C(C)C.[N:42]1([CH2:46][C@@H:47]([NH:51][CH2:52][CH3:53])[CH:48]([CH3:50])[CH3:49])[CH2:45][CH2:44][CH2:43]1. The catalyst is CN(C=O)C.C(Cl)Cl.C([O-])(O)=O.[Na+]. The product is [N:42]1([CH2:46][C@@H:47]([N:51]([CH2:52][CH3:53])[C:6](=[O:8])[C:5]2[CH:4]=[CH:3][C:2]([Cl:1])=[CH:10][CH:9]=2)[CH:48]([CH3:50])[CH3:49])[CH2:45][CH2:44][CH2:43]1. The yield is 0.0200. (4) The reactants are [CH2:1]([N:8]1[CH2:13][CH2:12][CH:11]([NH2:14])[CH2:10][CH2:9]1)[C:2]1[CH:7]=[CH:6][CH:5]=[CH:4][CH:3]=1.C(O)(C)(C)C.[C:20]([O:24][C:25](OC([O-])=O)=[O:26])([CH3:23])([CH3:22])[CH3:21]. The catalyst is [OH-].[Na+]. The product is [C:20]([O:24][C:25](=[O:26])[NH:14][CH:11]1[CH2:12][CH2:13][N:8]([CH2:1][C:2]2[CH:3]=[CH:4][CH:5]=[CH:6][CH:7]=2)[CH2:9][CH2:10]1)([CH3:23])([CH3:22])[CH3:21]. The yield is 0.828. (5) The reactants are [Br:1][C:2]1[CH:7]=[CH:6][C:5]([C:8]2[N:13]=[N:12][C:11]([NH2:14])=[N:10][CH:9]=2)=[CH:4][C:3]=1[F:15].Cl[CH:17]([CH:20]([C:22]1[CH:23]=[C:24]2[C:29](=[CH:30][CH:31]=1)[N:28]=[CH:27][CH:26]=[CH:25]2)[CH3:21])[CH:18]=O.C(N(CC)CC)C. The catalyst is C(O)(C)C. The product is [Br:1][C:2]1[CH:7]=[CH:6][C:5]([C:8]2[CH:9]=[N:10][C:11]3[N:12]([C:17]([CH:20]([C:22]4[CH:23]=[C:24]5[C:29](=[CH:30][CH:31]=4)[N:28]=[CH:27][CH:26]=[CH:25]5)[CH3:21])=[CH:18][N:14]=3)[N:13]=2)=[CH:4][C:3]=1[F:15]. The yield is 0.600. (6) The reactants are [Cl:1][C:2]1[CH:3]=[C:4]([C@@H:12]([CH2:16][CH:17]2[CH2:21][CH2:20][CH2:19][CH2:18]2)[C:13]([OH:15])=O)[CH:5]=[CH:6][C:7]=1[S:8]([CH3:11])(=[O:10])=[O:9].C(Cl)(=O)C(Cl)=O.[C:28]([O:32][N:33]=[C:34]([C:36]1[CH:41]=[N:40][C:39]([NH2:42])=[CH:38][N:37]=1)[CH3:35])([CH3:31])([CH3:30])[CH3:29].N1C(C)=CC=CC=1C. The catalyst is C(Cl)Cl.CN(C)C=O.O1CCCC1. The product is [C:28]([O:32][N:33]=[C:34]([C:36]1[N:37]=[CH:38][C:39]([NH:42][C:13](=[O:15])[C@@H:12]([C:4]2[CH:5]=[CH:6][C:7]([S:8]([CH3:11])(=[O:9])=[O:10])=[C:2]([Cl:1])[CH:3]=2)[CH2:16][CH:17]2[CH2:21][CH2:20][CH2:19][CH2:18]2)=[N:40][CH:41]=1)[CH3:35])([CH3:29])([CH3:30])[CH3:31]. The yield is 0.580.